From a dataset of Full USPTO retrosynthesis dataset with 1.9M reactions from patents (1976-2016). Predict the reactants needed to synthesize the given product. (1) Given the product [OH:31][CH2:30][C@@H:25]([NH:24][C:19](=[O:21])[C:18]1[CH:22]=[CH:23][C:15]([O:14][CH2:13][C:3]2[C:4]([C:7]3[CH:8]=[CH:9][CH:10]=[CH:11][CH:12]=3)=[N:5][O:6][C:2]=2[CH3:1])=[N:16][CH:17]=1)[CH2:26][CH:27]([CH3:29])[CH3:28], predict the reactants needed to synthesize it. The reactants are: [CH3:1][C:2]1[O:6][N:5]=[C:4]([C:7]2[CH:12]=[CH:11][CH:10]=[CH:9][CH:8]=2)[C:3]=1[CH2:13][O:14][C:15]1[CH:23]=[CH:22][C:18]([C:19]([OH:21])=O)=[CH:17][N:16]=1.[NH2:24][C@@H:25]([CH2:30][OH:31])[CH2:26][CH:27]([CH3:29])[CH3:28]. (2) Given the product [CH2:14]([N:13]1[C:3]2[CH:4]=[C:5]([C:6]([O:8][CH2:9][CH3:10])=[O:7])[CH:11]=[CH:12][C:2]=2[N:1]=[CH:21]1)[C:15]1[CH:20]=[CH:19][CH:18]=[CH:17][CH:16]=1, predict the reactants needed to synthesize it. The reactants are: [NH2:1][C:2]1[CH:12]=[CH:11][C:5]([C:6]([O:8][CH2:9][CH3:10])=[O:7])=[CH:4][C:3]=1[NH:13][CH2:14][C:15]1[CH:20]=[CH:19][CH:18]=[CH:17][CH:16]=1.[CH:21](OCC)(OCC)OCC. (3) The reactants are: O[CH2:2][CH2:3][O:4][CH2:5][C:6]1[CH:7]=[C:8]([CH:11]=[CH:12][CH:13]=1)[C:9]#[N:10].C1C=CC(P(C2C=CC=CC=2)C2C=CC=CC=2)=CC=1.C(Br)(Br)(Br)[Br:34]. Given the product [Br:34][CH2:2][CH2:3][O:4][CH2:5][C:6]1[CH:7]=[C:8]([CH:11]=[CH:12][CH:13]=1)[C:9]#[N:10], predict the reactants needed to synthesize it. (4) Given the product [F:8][C:9]1[C:14]([F:15])=[CH:13][CH:12]=[CH:11][C:10]=1[C@H:16]1[CH2:22][N:21]2[C:23]([C:26]3([C:29]([F:32])([F:30])[F:31])[CH2:27][CH2:28]3)=[N:24][N:25]=[C:20]2[C@H:19]([NH2:33])[CH2:18][CH2:17]1, predict the reactants needed to synthesize it. The reactants are: FC(F)(F)C(O)=O.[F:8][C:9]1[C:14]([F:15])=[CH:13][CH:12]=[CH:11][C:10]=1[C@H:16]1[CH2:22][N:21]2[C:23]([C:26]3([C:29]([F:32])([F:31])[F:30])[CH2:28][CH2:27]3)=[N:24][N:25]=[C:20]2[C@H:19]([NH:33]C(=O)OC(C)(C)C)[CH2:18][CH2:17]1. (5) Given the product [CH:1]1([N:7]2[CH2:11][CH2:10][CH:9]([CH2:12][C:13]3[CH:22]=[CH:21][CH:20]=[CH:19][C:14]=3[CH2:15][OH:16])[C:8]2=[O:23])[CH2:6][CH2:5][CH2:4][CH2:3][CH2:2]1, predict the reactants needed to synthesize it. The reactants are: [CH:1]1([N:7]2[CH2:11][CH2:10][CH:9]([CH2:12][C:13]3[CH:22]=[CH:21][CH:20]=[CH:19][C:14]=3[C:15](OC)=[O:16])[C:8]2=[O:23])[CH2:6][CH2:5][CH2:4][CH2:3][CH2:2]1.[H-].C([Al+]CC(C)C)C(C)C.C(C(C(C([O-])=O)O)O)([O-])=O.[K+].[Na+]. (6) Given the product [CH2:31]([O:30][CH:25]([O:24][CH2:22][CH3:23])[CH2:26][CH2:27][CH2:28][NH:29][C:9]1[C:18]2[C:13](=[CH:14][CH:15]=[CH:16][N:17]=2)[N:12]=[CH:11][C:10]=1[N+:19]([O-:21])=[O:20])[CH3:32], predict the reactants needed to synthesize it. The reactants are: C(N(CC)CC)C.Cl[C:9]1[C:18]2[C:13](=[CH:14][CH:15]=[CH:16][N:17]=2)[N:12]=[CH:11][C:10]=1[N+:19]([O-:21])=[O:20].[CH2:22]([O:24][CH:25]([O:30][CH2:31][CH3:32])[CH2:26][CH2:27][CH2:28][NH2:29])[CH3:23].